Dataset: Experimentally validated miRNA-target interactions with 360,000+ pairs, plus equal number of negative samples. Task: Binary Classification. Given a miRNA mature sequence and a target amino acid sequence, predict their likelihood of interaction. (1) The miRNA is hsa-miR-1973 with sequence ACCGUGCAAAGGUAGCAUA. The protein sequence of the target gene is MSSEESYRAILRYLTNEREPYAPGTEGNVKRKIRKAAACYVVRGGTLYYQRRQRHRKTFAELEVVLQPERRRDLIEAAHLGPGGTHHTRHQTWHYLSKTYWWRGILKQVKDYIKQCSKCQEKLDRSRPISDVSEMLEELGLDLESGEESNESEDDLSNFTSSPTTASKPAKKKPVSKHELVFVDTKGVVKRSSPKHCQAVLKQLNEQRLSNQFCDVTLLIEGEEYKAHKSVLSANSEYFRDLFIEKGAVSSHEAVVDLSGFCKASFLPLLEFAYTSVLSFDFCSMADVAILARHLFMSEV.... Result: 0 (no interaction). (2) The miRNA is mmu-miR-3106-5p with sequence UGGCUCAUUUAGAAGCAGCCA. The protein sequence of the target gene is MEASRRFPEAEALSPEQAAHYLRYVKEAKEATKNGDLEEAFKLFNLAKDIFPNEKVLSRIQKIQEALEELAEQGDDEFTDVCNSGLLLYRELHNQLFEHQKEGIAFLYSLYRDGRKGGILADDMGLGKTVQIIAFLSGMFDASLVNHVLLIMPTNLINTWVKEFIKWTPGMRVKTFHGPSKDERTRNLNRIQQRNGVIITTYQMLINNWQQLSSFRGQEFVWDYVILDEAHKIKTSSTKSAICARAIPASNRLLLTGTPIQNNLQELWSLFDFACQGSLLGTLKTFKMEYENPITRAREK.... Result: 0 (no interaction). (3) The protein sequence of the target gene is MAAEEALKTVDQYKTEIERLTKELTETTHEKIQAAEYGLVVLEEKLTLKQQYDELEAEYDGLKQELEQLREAFGQSFSIHRKVAEDGETREETLLQESASKEAYYLNKILEMQNELKQSRAVVTNVQAENERLSAVVQELKENNEMVELQRIRMKDEIREYKFREARLLQDYTELEEENITLQKLVSTLKQNQVEYEGLKHEIKRFEEETVLLNSQLEDAIRLKEIAEHQLEEALETLKNEREQKNNLRKELSQYINLSDSHISISVDGLKFAEDGSEPNNDDKMNGHIHGPLGKLNGDY.... Result: 1 (interaction). The miRNA is mmu-miR-29a-3p with sequence UAGCACCAUCUGAAAUCGGUUA. (4) The miRNA is mmu-miR-3058-5p with sequence UCAGCCACGGCUUACCUGGAAGA. The protein sequence of the target gene is MGAMAPRTLLLLLAAALAPTQTRAGPHSMRYFETAVSRPGLEEPRYISVGYVDNKEFVRFDSDAENPRYEPRAPWMEQEGPEYWERETQKAKGQEQWFRVSLRNLLGYYNQSAGGSHTLQQMSGCDLGSDWRLLRGYLQFAYEGRDYIALNEDLKTWTAADMAAQITRRKWEQSGAAEHYKAYLEGECVEWLHRYLKNGNATLLRTDSPKAHVTHHPRSKGEVTLRCWALGFYPADITLTWQLNGEELTQDMELVETRPAGDGTFQKWASVVVPLGKEQNYTCRVYHEGLPEPLTLRWEP.... Result: 1 (interaction). (5) The miRNA is hsa-miR-942-5p with sequence UCUUCUCUGUUUUGGCCAUGUG. The protein sequence of the target gene is MLRYPYFCRMYKECLSCWLESGIPNLGVWPNRIHTTAEKYREYEAREQTDQTQAQELHRSQDRDFETMAKLHIPVMVDEVVHCLSPQKGQIFLDMTFGSGGHTKAILQKESDIVLYALDRDPTAYALAEHLSELYPKQIRAMLGQFSQAEALLMKAGVQPGTFDGVLMDLGCSSMQLDTPERGFSLRKDGPLDMRMDGGRYPDMPTAADVVNALDQQALASILRTYGEEKHAKKIASAIVQARSIYPITRTQQLASIVAGAFPPSAIYTRKDLLQRSTHIATKTFQALRIFVNNELNELY.... Result: 1 (interaction).